Dataset: Full USPTO retrosynthesis dataset with 1.9M reactions from patents (1976-2016). Task: Predict the reactants needed to synthesize the given product. (1) Given the product [CH2:1]([NH:8][C:10]1[CH:11]=[C:12]([CH:18]=[CH:19][C:20]=1[N+:21]([O-:23])=[O:22])[C:13]([O:15][CH2:16][CH3:17])=[O:14])[C:2]1[CH:7]=[CH:6][CH:5]=[CH:4][CH:3]=1, predict the reactants needed to synthesize it. The reactants are: [CH2:1]([NH2:8])[C:2]1[CH:7]=[CH:6][CH:5]=[CH:4][CH:3]=1.F[C:10]1[CH:11]=[C:12]([CH:18]=[CH:19][C:20]=1[N+:21]([O-:23])=[O:22])[C:13]([O:15][CH2:16][CH3:17])=[O:14]. (2) Given the product [C:21]([O:20][C:18](=[O:19])[NH:10][C@H:8]([C:4]1[CH:5]=[CH:6][CH:7]=[C:2]([Br:1])[CH:3]=1)[CH3:9])([CH3:24])([CH3:23])[CH3:22], predict the reactants needed to synthesize it. The reactants are: [Br:1][C:2]1[CH:3]=[C:4]([C@@H:8]([NH2:10])[CH3:9])[CH:5]=[CH:6][CH:7]=1.CCN(CC)CC.[C:18](O[C:18]([O:20][C:21]([CH3:24])([CH3:23])[CH3:22])=[O:19])([O:20][C:21]([CH3:24])([CH3:23])[CH3:22])=[O:19].Cl. (3) Given the product [ClH:44].[NH2:14][CH2:13][CH2:12][N:9]1[C:10](=[O:11])[C:5]2[CH:4]=[C:3]([CH2:1][CH3:2])[S:23][C:6]=2[N:7]([CH2:25][C:26]2[CH:31]=[CH:30][C:29]([C:32]3[CH:37]=[CH:36][CH:35]=[CH:34][C:33]=3[C:38]3[NH:42][C:41](=[O:48])[O:40][N:39]=3)=[CH:28][CH:27]=2)[C:8]1=[O:22], predict the reactants needed to synthesize it. The reactants are: [CH2:1]([C:3]1[S:23][C:6]2[NH:7][C:8](=[O:22])[N:9]([CH2:12][CH2:13][NH:14]C(=O)OC(C)(C)C)[C:10](=[O:11])[C:5]=2[CH:4]=1)[CH3:2].Br[CH2:25][C:26]1[CH:31]=[CH:30][C:29]([C:32]2[CH:37]=[CH:36][CH:35]=[CH:34][C:33]=2[C:38]2[N:42]=[C:41](C(Cl)(Cl)[Cl:44])[O:40][N:39]=2)=[CH:28][CH:27]=1.C(=O)([O-])[O-:48].[K+].[K+].CN(C)C=O. (4) The reactants are: [Br:1][C:2]1[C:10]2[O:9][CH:8]=[C:7]([CH3:11])[C:6]=2[C:5]([F:12])=[C:4]([F:13])[CH:3]=1.C1C(=O)[N:18](Br)[C:16](=O)C1.[C-]#N.[Na+].[OH-].[Na+]. Given the product [Br:1][C:2]1[C:10]2[O:9][CH:8]=[C:7]([CH2:11][C:16]#[N:18])[C:6]=2[C:5]([F:12])=[C:4]([F:13])[CH:3]=1, predict the reactants needed to synthesize it.